Dataset: Full USPTO retrosynthesis dataset with 1.9M reactions from patents (1976-2016). Task: Predict the reactants needed to synthesize the given product. (1) Given the product [Cl:1][C:2]1[CH:10]=[C:9]2[C:5]([C:6]([C:11]([OH:13])=[O:12])=[N:7][NH:8]2)=[CH:4][C:3]=1[C:16]1[CH:21]=[CH:20][C:19]([N:22]2[CH2:23][CH2:24][O:25][CH2:26][CH2:27]2)=[CH:18][CH:17]=1, predict the reactants needed to synthesize it. The reactants are: [Cl:1][C:2]1[CH:10]=[C:9]2[C:5]([C:6]([C:11]([O:13]CC)=[O:12])=[N:7][NH:8]2)=[CH:4][C:3]=1[C:16]1[CH:21]=[CH:20][C:19]([N:22]2[CH2:27][CH2:26][O:25][CH2:24][CH2:23]2)=[CH:18][CH:17]=1.[OH-].[Na+]. (2) Given the product [NH2:29][C:30]1[C:35]([CH:18]=[CH:19][C:14]([O:56][CH2:55][CH3:54])=[O:53])=[N:34][C:33]([C:37]2[CH:38]=[CH:39][C:40](=[O:46])[N:41]([CH:43]([CH3:45])[CH3:44])[N:42]=2)=[C:32]([C:47]2[CH:52]=[CH:51][CH:50]=[CH:49][CH:48]=2)[N:31]=1, predict the reactants needed to synthesize it. The reactants are: C1(P([C:14]2[CH:19]=[CH:18]C=CC=2)C2C=CC=CC=2)C=CC=CC=1.C(N(C(C)C)CC)(C)C.[NH2:29][C:30]1[N:31]=[C:32]([C:47]2[CH:52]=[CH:51][CH:50]=[CH:49][CH:48]=2)[C:33]([C:37]2[CH:38]=[CH:39][C:40](=[O:46])[N:41]([CH:43]([CH3:45])[CH3:44])[N:42]=2)=[N:34][C:35]=1Br.[OH2:53].[CH3:54][C:55](C)=[O:56]. (3) Given the product [Cl:1][C:2]1[N:3]=[C:4]([C:9]([NH:11][C:12]2[CH:17]=[CH:16][C:15]([C:18]3[O:19][CH:20]=[C:21]([C:23]([OH:25])=[O:24])[N:22]=3)=[CH:14][CH:13]=2)=[O:10])[NH:5][C:6]=1[CH2:7][CH3:8], predict the reactants needed to synthesize it. The reactants are: [Cl:1][C:2]1[N:3]=[C:4]([C:9]([NH:11][C:12]2[CH:17]=[CH:16][C:15]([C:18]3[O:19][CH:20]=[C:21]([C:23]([O:25]C)=[O:24])[N:22]=3)=[CH:14][CH:13]=2)=[O:10])[NH:5][C:6]=1[CH2:7][CH3:8].[OH-].[Li+].CO. (4) The reactants are: [Cl:1][C:2]1[CH:7]=[CH:6][C:5]([C@H:8]([C:18]([N:20]2[CH2:25][CH2:24][N:23]([C:26]3[C:27]4[C@H:34]([CH3:35])[CH2:33][C@H:32]([OH:36])[C:28]=4[N:29]=[CH:30][N:31]=3)[CH2:22][CH2:21]2)=[O:19])[CH2:9][NH:10]C(=O)OC(C)(C)C)=[CH:4][C:3]=1[F:37]. Given the product [ClH:1].[ClH:1].[NH2:10][CH2:9][C@H:8]([C:5]1[CH:6]=[CH:7][C:2]([Cl:1])=[C:3]([F:37])[CH:4]=1)[C:18]([N:20]1[CH2:25][CH2:24][N:23]([C:26]2[C:27]3[C@H:34]([CH3:35])[CH2:33][C@H:32]([OH:36])[C:28]=3[N:29]=[CH:30][N:31]=2)[CH2:22][CH2:21]1)=[O:19], predict the reactants needed to synthesize it. (5) Given the product [C:1]([O:5][C:6]([N:8]([C:9]1[CH:14]=[CH:13][CH:12]=[C:11]([O:15][CH2:16][O:17][CH3:18])[C:10]=1[I:19])[CH2:24][CH:23]=[CH2:22])=[O:7])([CH3:4])([CH3:3])[CH3:2], predict the reactants needed to synthesize it. The reactants are: [C:1]([O:5][C:6]([NH:8][C:9]1[CH:14]=[CH:13][CH:12]=[C:11]([O:15][CH2:16][O:17][CH3:18])[C:10]=1[I:19])=[O:7])([CH3:4])([CH3:3])[CH3:2].[H-].[Na+].[CH2:22](Br)[CH:23]=[CH2:24]. (6) Given the product [F:20][C:21]1[CH:28]=[CH:27][CH:26]=[CH:25][C:22]=1[CH:23]=[CH:29][C:31]1[CH:32]=[C:33]([CH:39]=[CH:40][C:41]=1[O:42][CH3:43])[C:34]([O:36][CH2:37][CH3:38])=[O:35], predict the reactants needed to synthesize it. The reactants are: C1(P(C2C=CC=CC=2)C2C=CC=CC=2)C=CC=CC=1.[F:20][C:21]1[CH:28]=[CH:27][CH:26]=[CH:25][C:22]=1[CH2:23]Br.[CH:29]([C:31]1[CH:32]=[C:33]([CH:39]=[CH:40][C:41]=1[O:42][CH3:43])[C:34]([O:36][CH2:37][CH3:38])=[O:35])=O.C[O-].[Na+]. (7) Given the product [OH:40][CH2:39][CH2:38][C:30]1[N:29]([C:2]2[N:10]=[C:9]3[C:5]([N:6]=[C:7]([CH2:12][N:13]4[CH2:14][CH2:15][CH:16]([C:19]([OH:22])([CH3:20])[CH3:21])[CH2:17][CH2:18]4)[N:8]3[CH3:11])=[C:4]([N:23]3[CH2:28][CH2:27][O:26][CH2:25][CH2:24]3)[N:3]=2)[C:33]2[CH:34]=[CH:35][CH:36]=[CH:37][C:32]=2[N:31]=1, predict the reactants needed to synthesize it. The reactants are: Cl[C:2]1[N:10]=[C:9]2[C:5]([N:6]=[C:7]([CH2:12][N:13]3[CH2:18][CH2:17][CH:16]([C:19]([OH:22])([CH3:21])[CH3:20])[CH2:15][CH2:14]3)[N:8]2[CH3:11])=[C:4]([N:23]2[CH2:28][CH2:27][O:26][CH2:25][CH2:24]2)[N:3]=1.[NH:29]1[C:33]2[CH:34]=[CH:35][CH:36]=[CH:37][C:32]=2[N:31]=[C:30]1[CH2:38][CH2:39][OH:40]. (8) Given the product [NH2:1][C:2]1[CH:7]=[CH:6][C:5]([NH2:8])=[CH:4][C:3]=1[S:11]([NH2:14])(=[O:12])=[O:13], predict the reactants needed to synthesize it. The reactants are: [NH2:1][C:2]1[CH:7]=[CH:6][C:5]([N+:8]([O-])=O)=[CH:4][C:3]=1[S:11]([NH2:14])(=[O:13])=[O:12]. (9) Given the product [C:18]1([C:13]2[CH:14]=[C:15]3[C:10](=[CH:11][CH:12]=2)[CH:9]=[C:8]([C:5]2[CH:6]=[CH:7][C:2]([B:35]([OH:40])[OH:36])=[CH:3][CH:4]=2)[CH:17]=[CH:16]3)[CH:23]=[CH:22][CH:21]=[CH:20][CH:19]=1, predict the reactants needed to synthesize it. The reactants are: Br[C:2]1[CH:7]=[CH:6][C:5]([C:8]2[CH:17]=[CH:16][C:15]3[C:10](=[CH:11][CH:12]=[C:13]([C:18]4[CH:23]=[CH:22][CH:21]=[CH:20][CH:19]=4)[CH:14]=3)[CH:9]=2)=[CH:4][CH:3]=1.CCCCCC.C([Li])CCC.[B:35](OC(C)C)([O:40]C(C)C)[O:36]C(C)C.Cl.